Task: Predict the reactants needed to synthesize the given product.. Dataset: Full USPTO retrosynthesis dataset with 1.9M reactions from patents (1976-2016) (1) Given the product [F:33][C:34]1[CH:35]=[CH:36][C:37]([NH:40][C:29]([CH2:28][C@@H:25]2[CH2:24][CH2:23][C:22]3[S:21][C:20]4[N:19]=[CH:18][N:17]=[C:16]([O:15][CH:12]5[CH2:13][CH2:14][CH:9]([N:8]([CH3:32])[C:6](=[O:7])[O:5][C:1]([CH3:3])([CH3:2])[CH3:4])[CH2:10][CH2:11]5)[C:27]=4[C:26]2=3)=[O:30])=[N:38][CH:39]=1, predict the reactants needed to synthesize it. The reactants are: [C:1]([O:5][C:6]([N:8]([CH3:32])[CH:9]1[CH2:14][CH2:13][CH:12]([O:15][C:16]2[C:27]3[C:26]4[C@H:25]([CH2:28][C:29](O)=[O:30])[CH2:24][CH2:23][C:22]=4[S:21][C:20]=3[N:19]=[CH:18][N:17]=2)[CH2:11][CH2:10]1)=[O:7])([CH3:4])([CH3:3])[CH3:2].[F:33][C:34]1[CH:35]=[CH:36][C:37]([NH2:40])=[N:38][CH:39]=1.CN(C(ON1N=NC2C=CC=NC1=2)=[N+](C)C)C.F[P-](F)(F)(F)(F)F.CCN(C(C)C)C(C)C. (2) Given the product [C:1]([O:5][C:6](=[O:17])[NH:7][CH2:8][C:9]1[CH:14]=[CH:13][CH:12]=[CH:11][C:10]=1[S:15]([CH3:16])=[O:19])([CH3:4])([CH3:3])[CH3:2], predict the reactants needed to synthesize it. The reactants are: [C:1]([O:5][C:6](=[O:17])[NH:7][CH2:8][C:9]1[CH:14]=[CH:13][CH:12]=[CH:11][C:10]=1[S:15][CH3:16])([CH3:4])([CH3:3])[CH3:2].I([O-])(=O)(=O)=[O:19].[Na+]. (3) Given the product [C:1]([NH:5][C:6]1[O:7][C:8]([C:11]2[CH:12]=[C:13]3[C:17](=[CH:18][CH:19]=2)[N:16]([S:20]([C:23]2[CH:29]=[CH:28][C:26]([CH3:27])=[CH:25][CH:24]=2)(=[O:22])=[O:21])[CH:15]=[C:14]3[B:34]2[O:35][C:36]([CH3:38])([CH3:37])[C:32]([CH3:48])([CH3:31])[O:33]2)=[N:9][N:10]=1)([CH3:4])([CH3:3])[CH3:2], predict the reactants needed to synthesize it. The reactants are: [C:1]([NH:5][C:6]1[O:7][C:8]([C:11]2[CH:12]=[C:13]3[C:17](=[CH:18][CH:19]=2)[N:16]([S:20]([C:23]2[CH:29]=[CH:28][C:26]([CH3:27])=[CH:25][CH:24]=2)(=[O:22])=[O:21])[CH:15]=[C:14]3I)=[N:9][N:10]=1)([CH3:4])([CH3:3])[CH3:2].[CH3:31][C:32]1([CH3:48])[C:36]([CH3:38])([CH3:37])[O:35][B:34]([B:34]2[O:35][C:36]([CH3:38])([CH3:37])[C:32]([CH3:48])([CH3:31])[O:33]2)[O:33]1.C([O-])(=O)C.[K+].C(Cl)Cl. (4) Given the product [Br:24][C:5]1[CH:6]=[C:7]2[N:8]=[C:9]([CH:11]3[CH2:15][C@H:14]([CH3:16])[CH2:13][N:12]3[C:17](=[O:18])[CH3:25])[NH:1][C:2]2=[N:3][CH:4]=1, predict the reactants needed to synthesize it. The reactants are: [NH2:1][C:2]1[C:7]([NH:8][C:9]([C@@H:11]2[CH2:15][C@H:14]([CH3:16])[CH2:13][N:12]2[C:17](OC(C)(C)C)=[O:18])=O)=[CH:6][C:5]([Br:24])=[CH:4][N:3]=1.[CH3:25]C(O)=O. (5) Given the product [CH3:26][O:25][C:22]1[CH:23]=[C:24]2[C:19](=[CH:20][C:21]=1[O:27][CH3:28])[N:18]=[CH:17][CH:16]=[C:15]2[O:1][C:2]1[CH:10]=[C:9]2[C:5]([CH2:6][CH2:7][CH2:8]2)=[CH:4][C:3]=1[C:11](=[O:13])[CH3:12], predict the reactants needed to synthesize it. The reactants are: [OH:1][C:2]1[CH:10]=[C:9]2[C:5]([CH2:6][CH2:7][CH2:8]2)=[CH:4][C:3]=1[C:11](=[O:13])[CH3:12].Cl[C:15]1[C:24]2[C:19](=[CH:20][C:21]([O:27][CH3:28])=[C:22]([O:25][CH3:26])[CH:23]=2)[N:18]=[CH:17][CH:16]=1.O.